This data is from Cav3 T-type calcium channel HTS with 100,875 compounds. The task is: Binary Classification. Given a drug SMILES string, predict its activity (active/inactive) in a high-throughput screening assay against a specified biological target. (1) The drug is s1c(C(N(c2cc(ccc2)C)C(=O)C(F)(F)F)C(=O)NC2CCCCC2)ccc1. The result is 0 (inactive). (2) The compound is O=C/1N(C2CCCCC2)C(=O)NC(=O)C1=C(\Nc1cc2CCCc2cc1)CC. The result is 0 (inactive). (3) The drug is Clc1ccc(CC(=O)NC(c2cc([N+]([O-])=O)c(NCc3ccccc3)cc2)CC(=O)N)cc1. The result is 0 (inactive). (4) The drug is S(c1[nH]c2c(n1)nccc2)CC(=O)Nc1cc(OC)c(OC)cc1. The result is 0 (inactive).